This data is from TCR-epitope binding with 47,182 pairs between 192 epitopes and 23,139 TCRs. The task is: Binary Classification. Given a T-cell receptor sequence (or CDR3 region) and an epitope sequence, predict whether binding occurs between them. (1) The epitope is FSKQLQQSM. The TCR CDR3 sequence is CASSSTGSHEQYF. Result: 0 (the TCR does not bind to the epitope). (2) The epitope is DATYQRTRALVR. The TCR CDR3 sequence is CASSEFQGDNEQFF. Result: 1 (the TCR binds to the epitope). (3) The epitope is ITEEVGHTDLMAAY. The TCR CDR3 sequence is CASSYYRGGNEQYF. Result: 0 (the TCR does not bind to the epitope). (4) The epitope is HPVGEADYFEY. The TCR CDR3 sequence is CASSPVGGSAYEQYF. Result: 0 (the TCR does not bind to the epitope). (5) The TCR CDR3 sequence is CAWNPGANQPQHF. The epitope is PKYVKQNTLKLAT. Result: 1 (the TCR binds to the epitope).